From a dataset of Catalyst prediction with 721,799 reactions and 888 catalyst types from USPTO. Predict which catalyst facilitates the given reaction. (1) Reactant: [Cl:1][C:2]1[CH:3]=[C:4]2[C:8](=[CH:9][CH:10]=1)[NH:7][C:6]([C:11]([NH:13][NH2:14])=[O:12])=[CH:5]2.C1C=CC2N(O)N=NC=2C=1.CCN(C(C)C)C(C)C.[O:34]1[C:39]2[CH:40]=[CH:41][CH:42]=[CH:43][C:38]=2[O:37][CH2:36][CH:35]1[C:44](O)=[O:45].CCN=C=NCCCN(C)C. Product: [Cl:1][C:2]1[CH:3]=[C:4]2[C:8](=[CH:9][CH:10]=1)[NH:7][C:6]([C:11]([NH:13][NH:14][C:44]([CH:35]1[O:34][C:39]3[CH:40]=[CH:41][CH:42]=[CH:43][C:38]=3[O:37][CH2:36]1)=[O:45])=[O:12])=[CH:5]2. The catalyst class is: 18. (2) Reactant: S=[C:2]1[CH2:6][S:5][C:4](=[O:7])[NH:3]1.[CH3:8][S:9]([CH2:12][CH2:13][NH2:14])(=[O:11])=[O:10]. Product: [CH3:8][S:9]([CH2:12][CH2:13][NH:14][C:2]1[CH2:6][S:5][C:4](=[O:7])[N:3]=1)(=[O:11])=[O:10]. The catalyst class is: 8. (3) Reactant: [Cl:1][C:2]1[CH:8]=[C:7]([O:9][C:10]2[C:19]3[C:14](=[CH:15][C:16]([O:22][CH3:23])=[C:17]([O:20][CH3:21])[CH:18]=3)[N:13]=[CH:12][N:11]=2)[CH:6]=[CH:5][C:3]=1[NH2:4].C1(C)C=CC=CC=1.C(N(CC)CC)C.ClC(Cl)(O[C:42](=[O:48])[O:43][C:44](Cl)(Cl)Cl)Cl.[Cl:50][C:51]1[CH:61]=[CH:60][C:54]([O:55][CH2:56][CH2:57]CO)=[CH:53][CH:52]=1. Product: [Cl:1][C:2]1[CH:8]=[C:7]([O:9][C:10]2[C:19]3[C:14](=[CH:15][C:16]([O:22][CH3:23])=[C:17]([O:20][CH3:21])[CH:18]=3)[N:13]=[CH:12][N:11]=2)[CH:6]=[CH:5][C:3]=1[NH:4][C:42](=[O:48])[O:43][CH2:44][CH2:57][CH2:56][O:55][C:54]1[CH:60]=[CH:61][C:51]([Cl:50])=[CH:52][CH:53]=1. The catalyst class is: 2. (4) The catalyst class is: 882. Product: [CH:40]1[C:39]2[N:38]([C:34]3[CH:33]=[C:32]([C:2]4[CH:7]=[CH:6][CH:5]=[C:4]([C:8]5[CH:9]=[CH:10][C:11]6[N:12]([C:21](=[O:23])[CH3:22])[C:13]7[C:18]([C:19]=6[CH:20]=5)=[CH:17][CH:16]=[CH:15][CH:14]=7)[CH:3]=4)[CH:37]=[CH:36][CH:35]=3)[C:50]3[C:45](=[CH:46][CH:47]=[CH:48][CH:49]=3)[C:44]=2[CH:43]=[CH:42][CH:41]=1. Reactant: Br[C:2]1[CH:3]=[C:4]([C:8]2[CH:9]=[CH:10][C:11]3[N:12]([C:21](=[O:23])[CH3:22])[C:13]4[C:18]([C:19]=3[CH:20]=2)=[CH:17][CH:16]=[CH:15][CH:14]=4)[CH:5]=[CH:6][CH:7]=1.CC1(C)C(C)(C)OB([C:32]2[CH:33]=[C:34]([N:38]3[C:50]4[CH:49]=[CH:48][CH:47]=[CH:46][C:45]=4[C:44]4[C:39]3=[CH:40][CH:41]=[CH:42][CH:43]=4)[CH:35]=[CH:36][CH:37]=2)O1.COC1C=CC=C(OC)C=1C1C=CC=CC=1P(C1CCCCC1)C1CCCCC1.[O-]P([O-])([O-])=O.[K+].[K+].[K+]. (5) Reactant: [CH:1]([NH:4][C:5]([C:7]1[C:15]2[C:10](=[N:11][CH:12]=[C:13]([C:16]3[C:24]4[CH2:23][CH2:22][C:21]([CH3:26])([CH3:25])[CH2:20][C:19]=4[N:18]([CH3:27])[N:17]=3)[N:14]=2)[N:9](COCC[Si](C)(C)C)[CH:8]=1)=[O:6])([CH3:3])[CH3:2].C(O)(C(F)(F)F)=O. Product: [CH:1]([NH:4][C:5]([C:7]1[C:15]2[C:10](=[N:11][CH:12]=[C:13]([C:16]3[C:24]4[CH2:23][CH2:22][C:21]([CH3:25])([CH3:26])[CH2:20][C:19]=4[N:18]([CH3:27])[N:17]=3)[N:14]=2)[NH:9][CH:8]=1)=[O:6])([CH3:3])[CH3:2]. The catalyst class is: 4. (6) Reactant: [Cl:1][C:2]1[CH:10]=[CH:9][C:5]([C:6](Cl)=[O:7])=[CH:4][N:3]=1.[F:11][C:12]([F:21])([F:20])[C:13]1[CH:19]=[CH:18][C:16]([NH2:17])=[CH:15][CH:14]=1.C(OCC)(=O)C. Product: [Cl:1][C:2]1[CH:10]=[CH:9][C:5]([C:6]([NH:17][C:16]2[CH:18]=[CH:19][C:13]([C:12]([F:11])([F:20])[F:21])=[CH:14][CH:15]=2)=[O:7])=[CH:4][N:3]=1. The catalyst class is: 11.